Task: Predict which catalyst facilitates the given reaction.. Dataset: Catalyst prediction with 721,799 reactions and 888 catalyst types from USPTO (1) Reactant: [Cl:1][C:2]1[CH:3]=[C:4]([C:9]2([C:14]([F:17])([F:16])[F:15])[CH2:13][CH2:12][NH:11][CH2:10]2)[CH:5]=[C:6]([Cl:8])[CH:7]=1.Cl[C:19]1[S:20][C:21]2[C:27](=[O:28])[CH2:26][CH2:25][CH2:24][C:22]=2[N:23]=1.C(=O)([O-])[O-].[K+].[K+].CN(C)C=O. Product: [Cl:8][C:6]1[CH:5]=[C:4]([C:9]2([C:14]([F:17])([F:16])[F:15])[CH2:13][CH2:12][N:11]([C:19]3[S:20][C:21]4[C:27](=[O:28])[CH2:26][CH2:25][CH2:24][C:22]=4[N:23]=3)[CH2:10]2)[CH:3]=[C:2]([Cl:1])[CH:7]=1. The catalyst class is: 6. (2) Reactant: [C:1]([O:5][C:6](=[O:36])[C@@H:7]([NH:13][C:14]([C:16]1[C:17](=[O:35])[N:18]([CH:22]([C:29]2[CH:34]=[CH:33][CH:32]=[CH:31][CH:30]=2)[C:23]2[CH:28]=[CH:27][CH:26]=[CH:25][CH:24]=2)[CH:19]=[CH:20][CH:21]=1)=[O:15])[CH2:8][CH2:9][C:10](O)=[O:11])([CH3:4])([CH3:3])[CH3:2].CN1CCOCC1.ClC(OCC)=O.[BH4-].[Na+].Cl. Product: [C:23]1([CH:22]([C:29]2[CH:30]=[CH:31][CH:32]=[CH:33][CH:34]=2)[N:18]2[CH:19]=[CH:20][CH:21]=[C:16]([C:14]([NH:13][C@@H:7]([CH2:8][CH2:9][CH2:10][OH:11])[C:6]([O:5][C:1]([CH3:2])([CH3:3])[CH3:4])=[O:36])=[O:15])[C:17]2=[O:35])[CH:28]=[CH:27][CH:26]=[CH:25][CH:24]=1. The catalyst class is: 36. (3) Reactant: [N:1]1([CH2:7][CH2:8][OH:9])[CH2:6][CH2:5][NH:4][CH2:3][CH2:2]1.[Br:10][CH2:11][C:12]1[CH:17]=[CH:16][C:15]([N+:18]([O-:20])=[O:19])=[CH:14][CH:13]=1. Product: [BrH:10].[N+:18]([C:15]1[CH:16]=[CH:17][C:12]([CH2:11][N:4]2[CH2:5][CH2:6][N:1]([CH2:7][CH2:8][OH:9])[CH2:2][CH2:3]2)=[CH:13][CH:14]=1)([O-:20])=[O:19]. The catalyst class is: 14. (4) Reactant: [CH3:1][CH2:2][CH:3]([O:6][C@H:7]1[C@H:12]([NH:13][C:14]([CH3:16])=[O:15])[C@@H:11]([NH2:17])[CH2:10][C:9]([C:18]([O:20][CH2:21][CH3:22])=[O:19])=[CH:8]1)[CH2:4][CH3:5].P(=O)([O-])[O-].O.C([O-])([O-])=O.[Na+].[Na+]. Product: [CH3:5][CH2:4][CH:3]([O:6][C@H:7]1[C@H:12]([NH:13][C:14]([CH3:16])=[O:15])[C@@H:11]([NH2:17])[CH2:10][C:9]([C:18]([O:20][CH2:21][CH3:22])=[O:19])=[CH:8]1)[CH2:2][CH3:1]. The catalyst class is: 2. (5) Reactant: [Cl:1][C:2]1[CH:7]=[CH:6][CH:5]=[C:4]([F:8])[C:3]=1[C@@H:9]1[CH2:11][C@H:10]1[CH:12]([NH:14][O:15][CH3:16])[CH3:13].C(N(CC)CC)C.[F:24][CH:25]([F:35])[C:26]1[C:30]([C:31](Cl)=[O:32])=[CH:29][N:28]([CH3:34])[N:27]=1. The catalyst class is: 46. Product: [Cl:1][C:2]1[CH:7]=[CH:6][CH:5]=[C:4]([F:8])[C:3]=1[C@@H:9]1[CH2:11][C@H:10]1[CH:12]([N:14]([O:15][CH3:16])[C:31]([C:30]1[C:26]([CH:25]([F:35])[F:24])=[N:27][N:28]([CH3:34])[CH:29]=1)=[O:32])[CH3:13]. (6) Reactant: [Cl:1][C:2]1[CH:3]=[C:4]([S:9]([NH:12][C:13]2[S:17][C:16]3[CH2:18][CH2:19][CH2:20][CH2:21][C:15]=3[C:14]=2[C:22]([O:24][C:25]([CH3:28])([CH3:27])[CH3:26])=[O:23])(=[O:11])=[O:10])[CH:5]=[CH:6][C:7]=1[Cl:8].[C:29]([O-])([O-])=O.[K+].[K+].CI.[Na+].[Cl-]. Product: [Cl:1][C:2]1[CH:3]=[C:4]([S:9]([N:12]([C:13]2[S:17][C:16]3[CH2:18][CH2:19][CH2:20][CH2:21][C:15]=3[C:14]=2[C:22]([O:24][C:25]([CH3:28])([CH3:27])[CH3:26])=[O:23])[CH3:29])(=[O:10])=[O:11])[CH:5]=[CH:6][C:7]=1[Cl:8]. The catalyst class is: 95.